This data is from Full USPTO retrosynthesis dataset with 1.9M reactions from patents (1976-2016). The task is: Predict the reactants needed to synthesize the given product. (1) Given the product [F:22][C:20]1[CH:21]=[CH:8][C:9]2[NH:10][C:11]3[C:16]([C:18]=2[CH:19]=1)=[CH:15][C:14]([F:17])=[CH:13][CH:12]=3, predict the reactants needed to synthesize it. The reactants are: CC(C)([O-])C.[Na+].Cl[C:8]1[CH:21]=[C:20]([F:22])[CH:19]=[CH:18][C:9]=1[NH:10][C:11]1[CH:16]=[CH:15][C:14]([F:17])=[CH:13][CH:12]=1.F[B-](F)(F)F.C([PH+](C(C)(C)C)C(C)(C)C)(C)(C)C.Cl. (2) Given the product [Cl:3][C:17]1[C:11]2[CH:10]=[N:9][C:8]([S:7][CH3:6])=[N:13][C:12]=2[C:14]([C:19]2[C:27]3[C:22](=[CH:23][C:24]([C:28]#[N:29])=[CH:25][CH:26]=3)[NH:21][CH:20]=2)=[CH:15][N:16]=1, predict the reactants needed to synthesize it. The reactants are: P(Cl)(Cl)([Cl:3])=O.[CH3:6][S:7][C:8]1[N:9]=[CH:10][C:11]2[C:17](=O)[NH:16][CH:15]=[C:14]([C:19]3[C:27]4[C:22](=[CH:23][C:24]([C:28]#[N:29])=[CH:25][CH:26]=4)[NH:21][CH:20]=3)[C:12]=2[N:13]=1. (3) Given the product [CH:35](/[C:21]1[N:22]=[CH:23][C:24]([NH2:27])=[CH:25][CH:26]=1)=[CH:36]\[C:37]1[CH:42]=[CH:41][CH:40]=[CH:39][CH:38]=1, predict the reactants needed to synthesize it. The reactants are: C1(P(C2C=CC=CC=2)C2C=CC=CC=2)C=CC=CC=1.Cl[C:21]1[CH:26]=[CH:25][C:24]([N+:27]([O-])=O)=[CH:23][N:22]=1.C([Sn](CCCC)(CCCC)[CH:35]=[CH:36][C:37]1[CH:42]=[CH:41][CH:40]=[CH:39][CH:38]=1)CCC.